From a dataset of Forward reaction prediction with 1.9M reactions from USPTO patents (1976-2016). Predict the product of the given reaction. (1) Given the reactants [F:1][C:2]([F:6])([CH3:5])[CH2:3][OH:4].[CH3:7][S:8](Cl)(=[O:10])=[O:9].C(N(CC)CC)C.[Cl-].[NH4+], predict the reaction product. The product is: [CH3:7][S:8]([O:4][CH2:3][C:2]([F:6])([F:1])[CH3:5])(=[O:10])=[O:9]. (2) Given the reactants [CH3:1][O:2][C:3](=[O:26])[CH2:4][C@H:5]1[C:9]2[CH:10]=[CH:11][C:12]([O:14][C@H:15]3[C:23]4[C:18](=[C:19]([OH:25])[CH:20]=[CH:21][C:22]=4[F:24])[CH2:17][CH2:16]3)=[CH:13][C:8]=2[O:7][CH2:6]1.[N:27]1[CH:32]=[CH:31][CH:30]=[C:29](B(O)O)[CH:28]=1, predict the reaction product. The product is: [CH3:1][O:2][C:3](=[O:26])[CH2:4][C@H:5]1[C:9]2[CH:10]=[CH:11][C:12]([O:14][C@H:15]3[C:23]4[C:18](=[C:19]([O:25][C:29]5[CH:28]=[N:27][CH:32]=[CH:31][CH:30]=5)[CH:20]=[CH:21][C:22]=4[F:24])[CH2:17][CH2:16]3)=[CH:13][C:8]=2[O:7][CH2:6]1.